This data is from Peptide-MHC class I binding affinity with 185,985 pairs from IEDB/IMGT. The task is: Regression. Given a peptide amino acid sequence and an MHC pseudo amino acid sequence, predict their binding affinity value. This is MHC class I binding data. (1) The peptide sequence is NTLTLAVPY. The MHC is HLA-A01:01 with pseudo-sequence HLA-A01:01. The binding affinity (normalized) is 0.434. (2) The peptide sequence is HPLSHFVNL. The MHC is HLA-B07:02 with pseudo-sequence HLA-B07:02. The binding affinity (normalized) is 0.499.